From a dataset of M1 muscarinic receptor antagonist screen with 61,756 compounds. Binary Classification. Given a drug SMILES string, predict its activity (active/inactive) in a high-throughput screening assay against a specified biological target. (1) The result is 0 (inactive). The compound is S1(=O)(=O)N(CC(=O)N2CCN(CC2)c2ccc(F)cc2)C(=O)c2c1cccc2. (2) The compound is Clc1ccc(Cn2ncc3c2ncnc3NCCOC)cc1. The result is 0 (inactive). (3) The drug is S(=O)(=O)(N1CCCCC1)c1ccc(cc1)c1n(CC)c(SCc2ccc(cc2)C#N)nn1. The result is 0 (inactive). (4) The molecule is O(CC(=O)Nc1ccc(cc1)C(=O)C)C(=O)CNC(=O)C. The result is 0 (inactive). (5) The drug is S(c1ccc(NC(=O)N2CC(OC(C2)C)C)cc1)C. The result is 0 (inactive). (6) The compound is Clc1ccc(C(=O)N2CCN(CC2)c2c(NC(=O)c3cccnc3)cccc2)cc1. The result is 0 (inactive).